Dataset: Catalyst prediction with 721,799 reactions and 888 catalyst types from USPTO. Task: Predict which catalyst facilitates the given reaction. (1) Reactant: Br[CH2:2][C:3]1[CH:12]=[C:11]([O:13][CH3:14])[CH:10]=[CH:9][C:4]=1[C:5]([O:7][CH3:8])=[O:6].[NH:15]1[CH2:20][CH2:19][O:18][CH2:17][CH2:16]1.O. Product: [CH3:14][O:13][C:11]1[CH:10]=[CH:9][C:4]([C:5]([O:7][CH3:8])=[O:6])=[C:3]([CH2:2][N:15]2[CH2:20][CH2:19][O:18][CH2:17][CH2:16]2)[CH:12]=1. The catalyst class is: 2. (2) Reactant: C1(P(C2C=CC=CC=2)C2C=CC=CC=2)C=CC=CC=1.[CH3:31][CH2:30][O:29][C:27](/N=N/[C:27]([O:29][CH2:30][CH3:31])=O)=O.OC1[CH:38]=[CH:37][C:36]([S:39]([NH2:42])(=[O:41])=[O:40])=[CH:35][C:34]=1[N+:43]([O-:45])=[O:44].[CH2:46]([N:48]([CH2:51]C)[CH2:49]C)C. Product: [CH3:46][N:48]([CH3:51])[CH2:49][CH2:31][CH2:30][O:29][C:27]1[CH:38]=[CH:37][C:36]([S:39]([NH2:42])(=[O:41])=[O:40])=[CH:35][C:34]=1[N+:43]([O-:45])=[O:44]. The catalyst class is: 7. (3) The catalyst class is: 77. Reactant: CC1(C)C(C)(C)OB([C:9]2[CH:10]=[C:11]([CH:28]=[CH:29][CH:30]=2)[C:12]([NH:14][C:15]2[CH:27]=[CH:26][C:18]([C:19]([O:21][C:22]([CH3:25])([CH3:24])[CH3:23])=[O:20])=[CH:17][CH:16]=2)=[O:13])O1.[Br:32][C:33]1[C:34]2[N:35]([N:40]=[CH:41][N:42]=2)[CH:36]=[C:37](I)[CH:38]=1.C([O-])([O-])=O.[Na+].[Na+].O. Product: [Br:32][C:33]1[C:34]2[N:35]([N:40]=[CH:41][N:42]=2)[CH:36]=[C:37]([C:9]2[CH:10]=[C:11]([CH:28]=[CH:29][CH:30]=2)[C:12]([NH:14][C:15]2[CH:27]=[CH:26][C:18]([C:19]([O:21][C:22]([CH3:25])([CH3:23])[CH3:24])=[O:20])=[CH:17][CH:16]=2)=[O:13])[CH:38]=1. (4) Reactant: [Cl:1][C:2]1[N:7]=[C:6]([NH:8][C:9]2[C:14]([O:15]C)=[CH:13][CH:12]=[CH:11][C:10]=2[F:17])[C:5]([Cl:18])=[CH:4][N:3]=1.B(Br)(Br)Br. Product: [Cl:1][C:2]1[N:7]=[C:6]([NH:8][C:9]2[C:10]([F:17])=[CH:11][CH:12]=[CH:13][C:14]=2[OH:15])[C:5]([Cl:18])=[CH:4][N:3]=1. The catalyst class is: 2. (5) Reactant: C(O[C:6]([N:8]1[CH2:20][C@@H:19]2[N:11]([C:12]3[N:13]=[C:14]4[CH2:23][O:22][CH2:21][C:15]4=[CH:16][C:17]=3[CH2:18]2)[C@H:10]([CH3:24])[CH2:9]1)=O)(C)(C)C.[H-].[Al+3].[Li+].[H-].[H-].[H-]. Product: [CH3:24][C@@H:10]1[CH2:9][N:8]([CH3:6])[CH2:20][C@@H:19]2[N:11]1[C:12]1[N:13]=[C:14]3[CH2:23][O:22][CH2:21][C:15]3=[CH:16][C:17]=1[CH2:18]2. The catalyst class is: 7. (6) Reactant: C(N(CC)CC)C.CS(Cl)(=O)=O.[C:13]([O:16][CH2:17][C:18]([CH3:58])([CH3:57])[CH2:19][N:20]1[C:26]2[CH:27]=[CH:28][C:29]([Cl:31])=[CH:30][C:25]=2[C@@H:24]([C:32]2[CH:37]=[CH:36][CH:35]=[C:34]([O:38][CH3:39])[C:33]=2[O:40][CH3:41])[O:23][C@H:22]([CH2:42][C:43]2[S:44][C:45]([CH:48](O)[CH2:49][C:50]([O:52][CH2:53][CH3:54])=[O:51])=[CH:46][N:47]=2)[C:21]1=[O:56])(=[O:15])[CH3:14].C1CCN2C(=NCCC2)CC1. Product: [C:13]([O:16][CH2:17][C:18]([CH3:57])([CH3:58])[CH2:19][N:20]1[C:26]2[CH:27]=[CH:28][C:29]([Cl:31])=[CH:30][C:25]=2[C@@H:24]([C:32]2[CH:37]=[CH:36][CH:35]=[C:34]([O:38][CH3:39])[C:33]=2[O:40][CH3:41])[O:23][C@H:22]([CH2:42][C:43]2[S:44][C:45](/[CH:48]=[CH:49]/[C:50]([O:52][CH2:53][CH3:54])=[O:51])=[CH:46][N:47]=2)[C:21]1=[O:56])(=[O:15])[CH3:14]. The catalyst class is: 20. (7) Reactant: [C:1]([C:3]1[CH:4]=[C:5]([F:42])[C:6]([NH:29][CH:30]([C:37]([CH3:41])([CH3:40])[CH2:38][CH3:39])[CH2:31][C:32]([O:34]CC)=[O:33])=[N:7][C:8]=1[C:9]1[C:17]2[C:12](=[N:13][CH:14]=[C:15]([F:18])[CH:16]=2)[N:11](S(C2C=CC(C)=CC=2)(=O)=O)[CH:10]=1)#[N:2].[Li+].[OH-].O.C(OCC)(=O)C. Product: [C:1]([C:3]1[CH:4]=[C:5]([F:42])[C:6]([NH:29][CH:30]([C:37]([CH3:41])([CH3:40])[CH2:38][CH3:39])[CH2:31][C:32]([OH:34])=[O:33])=[N:7][C:8]=1[C:9]1[C:17]2[C:12](=[N:13][CH:14]=[C:15]([F:18])[CH:16]=2)[NH:11][CH:10]=1)#[N:2]. The catalyst class is: 1.